Dataset: Peptide-MHC class II binding affinity with 134,281 pairs from IEDB. Task: Regression. Given a peptide amino acid sequence and an MHC pseudo amino acid sequence, predict their binding affinity value. This is MHC class II binding data. The peptide sequence is KLIGGIGGFIKVRQYDQILI. The MHC is HLA-DQA10301-DQB10302 with pseudo-sequence HLA-DQA10301-DQB10302. The binding affinity (normalized) is 0.172.